Dataset: Catalyst prediction with 721,799 reactions and 888 catalyst types from USPTO. Task: Predict which catalyst facilitates the given reaction. Reactant: Cl.C([N:4]=C=NCCCN(C)C)C.[Br:13][C:14]1[C:19]2[CH:20]=[C:21]([C:23]([CH3:26])([CH3:25])[CH3:24])[O:22][C:18]=2[C:17]([C:27](O)=[O:28])=[CH:16][C:15]=1[C:30]1[CH:35]=[CH:34][CH:33]=[CH:32][CH:31]=1.OC1C2N=NNC=2C=CC=1.N. Product: [Br:13][C:14]1[C:19]2[CH:20]=[C:21]([C:23]([CH3:26])([CH3:25])[CH3:24])[O:22][C:18]=2[C:17]([C:27]([NH2:4])=[O:28])=[CH:16][C:15]=1[C:30]1[CH:35]=[CH:34][CH:33]=[CH:32][CH:31]=1. The catalyst class is: 9.